From a dataset of Catalyst prediction with 721,799 reactions and 888 catalyst types from USPTO. Predict which catalyst facilitates the given reaction. (1) Reactant: [O:1]([C:8]1[CH:28]=[CH:27][C:11]([O:12][C:13]2[CH:18]=[CH:17][N:16]=[CH:15][C:14]=2[C:19]2[CH:24]=[CH:23][C:22]([CH2:25][NH2:26])=[CH:21][CH:20]=2)=[CH:10][CH:9]=1)[C:2]1[CH:7]=[CH:6][CH:5]=[CH:4][CH:3]=1.C(N(CC)CC)C.[CH2:36]1C[O:39][CH2:38][CH2:37]1. Product: [O:1]([C:8]1[CH:9]=[CH:10][C:11]([O:12][C:13]2[CH:18]=[CH:17][N:16]=[CH:15][C:14]=2[C:19]2[CH:24]=[CH:23][C:22]([CH2:25][NH:26][C:38](=[O:39])[CH:37]=[CH2:36])=[CH:21][CH:20]=2)=[CH:27][CH:28]=1)[C:2]1[CH:7]=[CH:6][CH:5]=[CH:4][CH:3]=1. The catalyst class is: 4. (2) Reactant: [F:1][C:2]1[CH:10]=[CH:9][C:5]([C:6]([OH:8])=[O:7])=[CH:4][C:3]=1[CH:11]=[O:12].CI.[C:15]([O-])([O-])=O.[K+].[K+]. Product: [CH3:15][O:7][C:6](=[O:8])[C:5]1[CH:9]=[CH:10][C:2]([F:1])=[C:3]([CH:11]=[O:12])[CH:4]=1. The catalyst class is: 173.